This data is from Reaction yield outcomes from USPTO patents with 853,638 reactions. The task is: Predict the reaction yield, written as a fraction of the theoretical maximum amount of product (1.0 means a 100% yield; for example, 0.34 means a 34% yield). (1) The reactants are [C:1]([OH:6])(=[O:5])[C:2]([OH:4])=[O:3].[CH2:7]([O:14][C:15]([CH:17]1[CH2:22][CH2:21][CH:20]([NH:23][O:24][CH2:25][C:26]2[CH:31]=[CH:30][CH:29]=[CH:28][CH:27]=2)[CH2:19][NH:18]1)=[O:16])[C:8]1[CH:13]=[CH:12][CH:11]=[CH:10][CH:9]=1. The catalyst is CO. The product is [C:1]([OH:6])(=[O:5])[C:2]([OH:4])=[O:3].[CH2:7]([O:14][C:15]([CH:17]1[CH2:22][CH2:21][CH:20]([NH:23][O:24][CH2:25][C:26]2[CH:31]=[CH:30][CH:29]=[CH:28][CH:27]=2)[CH2:19][NH:18]1)=[O:16])[C:8]1[CH:9]=[CH:10][CH:11]=[CH:12][CH:13]=1. The yield is 0.550. (2) The reactants are C(Cl)C[Cl:3].[NH2:5][C:6]1[N:11]=[CH:10][C:9](/[CH:12]=[CH:13]/[C:14]([OH:16])=O)=[CH:8][CH:7]=1.[CH:17]([O:20][C:21]1[C:29]([O:30][CH3:31])=[CH:28][CH:27]=[CH:26][C:22]=1[CH2:23]CN)([CH3:19])[CH3:18].C1C=CC2N(O)N=[N:38][C:36]=2C=1.CCN(C(C)C)C(C)C.Cl. The catalyst is CN(C=O)C.O.C(Cl)Cl. The product is [ClH:3].[NH2:5][C:6]1[N:11]=[CH:10][C:9](/[CH:12]=[CH:13]/[C:14]([N:38]([CH2:23][C:22]2[CH:26]=[CH:27][CH:28]=[C:29]([O:30][CH3:31])[C:21]=2[O:20][CH:17]([CH3:18])[CH3:19])[CH3:36])=[O:16])=[CH:8][CH:7]=1. The yield is 0.460. (3) The product is [Cl:1][C:2]1[CH:7]=[C:6]([NH:8][CH2:9][CH2:10][C:11]2[CH:16]=[CH:15][C:14]([Cl:17])=[CH:13][C:12]=2[Cl:18])[N:5]=[C:4]([CH:19]=[O:22])[N:3]=1. The reactants are [Cl:1][C:2]1[CH:7]=[C:6]([NH:8][CH2:9][CH2:10][C:11]2[CH:16]=[CH:15][C:14]([Cl:17])=[CH:13][C:12]=2[Cl:18])[N:5]=[C:4]([CH:19]([OH:22])CO)[N:3]=1.I([O-])(=O)(=O)=O.[Na+]. The yield is 0.930. The catalyst is CO.O. (4) The yield is 0.970. The product is [C:1]1([C:7]2[O:11][N:10]=[C:9]([C:12]([O:14][CH3:20])=[O:13])[C:8]=2[C:15]([F:17])([F:18])[F:16])[CH:2]=[CH:3][CH:4]=[CH:5][CH:6]=1. The reactants are [C:1]1([C:7]2[O:11][N:10]=[C:9]([C:12]([OH:14])=[O:13])[C:8]=2[C:15]([F:18])([F:17])[F:16])[CH:6]=[CH:5][CH:4]=[CH:3][CH:2]=1.Cl[CH2:20]Cl. The catalyst is CO. (5) The reactants are [I:1][C:2]1[C:6]([CH:7]=O)=[CH:5][N:4]([CH:9]2[CH2:14][CH2:13][CH2:12][CH2:11][O:10]2)[N:3]=1.[CH3:15][NH:16][CH2:17][CH2:18][NH:19][C:20](=[O:26])[O:21][C:22]([CH3:25])([CH3:24])[CH3:23].[BH-](OC(C)=O)(OC(C)=O)OC(C)=O.[Na+]. The catalyst is ClC(Cl)C. The product is [I:1][C:2]1[C:6]([CH2:7][N:16]([CH3:15])[CH2:17][CH2:18][NH:19][C:20](=[O:26])[O:21][C:22]([CH3:23])([CH3:24])[CH3:25])=[CH:5][N:4]([CH:9]2[CH2:14][CH2:13][CH2:12][CH2:11][O:10]2)[N:3]=1. The yield is 0.830.